This data is from Reaction yield outcomes from USPTO patents with 853,638 reactions. The task is: Predict the reaction yield, written as a fraction of the theoretical maximum amount of product (1.0 means a 100% yield; for example, 0.34 means a 34% yield). (1) The reactants are [CH2:1]([N:3]1[C:7]([C:8]2[CH:9]=[C:10]([C:13]([O:15][CH3:16])=[O:14])[S:11][CH:12]=2)=[CH:6][CH:5]=[N:4]1)[CH3:2].C1C(=O)N([Br:24])C(=O)C1. The catalyst is C1COCC1. The product is [Br:24][C:6]1[CH:5]=[N:4][N:3]([CH2:1][CH3:2])[C:7]=1[C:8]1[CH:9]=[C:10]([C:13]([O:15][CH3:16])=[O:14])[S:11][CH:12]=1. The yield is 0.780. (2) The reactants are [C:1]([C:5]1[CH:10]=[CH:9][C:8]([CH2:11][C:12]#[N:13])=[CH:7][CH:6]=1)([CH3:4])([CH3:3])[CH3:2].C([O:16][C:17]([C:19]1[N:23]([CH3:24])[N:22]=[C:21]([CH3:25])[C:20]=1[CH3:26])=O)C.C(OCCOCCO)CCC.CO.C[O-].[Na+]. The catalyst is O.CCCCCCC. The product is [O:16]=[C:17]([C:19]1[N:23]([CH3:24])[N:22]=[C:21]([CH3:25])[C:20]=1[CH3:26])[CH:11]([C:8]1[CH:7]=[CH:6][C:5]([C:1]([CH3:4])([CH3:2])[CH3:3])=[CH:10][CH:9]=1)[C:12]#[N:13]. The yield is 0.851. (3) The reactants are [OH:1][C:2]1[CH:11]=[CH:10][C:5]2[N:6]=[C:7]([SH:9])[O:8][C:4]=2[CH:3]=1.[C:12](=O)(O)[O-].[Na+].S(OC)(OC)(=O)=O. The catalyst is O. The product is [OH:1][C:2]1[CH:11]=[CH:10][C:5]2[N:6]=[C:7]([S:9][CH3:12])[O:8][C:4]=2[CH:3]=1. The yield is 0.250. (4) The product is [CH2:1]([C:5]1[N:10]=[C:9]([CH3:11])[N:8]([C:12]2[CH:17]=[CH:16][CH:15]=[C:14]([O:18][CH2:19][CH2:20][OH:21])[CH:13]=2)[C:7](=[O:29])[C:6]=1[CH2:30][C:31]1[CH:36]=[CH:35][C:34]([C:37]2[CH:42]=[CH:41][CH:40]=[CH:39][C:38]=2[C:43]2[NH:47][C:46](=[O:48])[O:45][N:44]=2)=[CH:33][CH:32]=1)[CH2:2][CH2:3][CH3:4]. The catalyst is O1CCCC1. The reactants are [CH2:1]([C:5]1[N:10]=[C:9]([CH3:11])[N:8]([C:12]2[CH:17]=[CH:16][CH:15]=[C:14]([O:18][CH2:19][CH2:20][O:21][Si](C(C)(C)C)(C)C)[CH:13]=2)[C:7](=[O:29])[C:6]=1[CH2:30][C:31]1[CH:36]=[CH:35][C:34]([C:37]2[CH:42]=[CH:41][CH:40]=[CH:39][C:38]=2[C:43]2[NH:47][C:46](=[O:48])[O:45][N:44]=2)=[CH:33][CH:32]=1)[CH2:2][CH2:3][CH3:4].[F-].C([N+](CCCC)(CCCC)CCCC)CCC.C(OCC)(=O)C.O. The yield is 0.700. (5) The reactants are [CH3:1][C@H:2]1[CH2:7][CH2:6][CH2:5][CH2:4][N:3]1[C:8]1[N:12]2[CH:13]=[C:14]([O:17][C@H:18]3[C:27]4[C:22](=[CH:23][CH:24]=[CH:25][CH:26]=4)[C@@H:21]([NH2:28])[CH2:20][CH2:19]3)[CH:15]=[CH:16][C:11]2=[N:10][N:9]=1.ClC(Cl)(Cl)C[O:32][C:33](=O)[NH:34][C:35]1[N:39]([C:40]2[CH:41]=[N:42][N:43]([CH2:45][CH2:46][O:47][CH:48]3[CH2:53][CH2:52][CH2:51][CH2:50][O:49]3)[CH:44]=2)[N:38]=[C:37]([C:54]([CH3:57])([CH3:56])[CH3:55])[CH:36]=1.CCN(C(C)C)C(C)C. The catalyst is O1CCOCC1. The product is [C:54]([C:37]1[CH:36]=[C:35]([NH:34][C:33]([NH:28][C@@H:21]2[C:22]3[C:27](=[CH:26][CH:25]=[CH:24][CH:23]=3)[C@H:18]([O:17][C:14]3[CH:15]=[CH:16][C:11]4[N:12]([C:8]([N:3]5[CH2:4][CH2:5][CH2:6][CH2:7][C@@H:2]5[CH3:1])=[N:9][N:10]=4)[CH:13]=3)[CH2:19][CH2:20]2)=[O:32])[N:39]([C:40]2[CH:41]=[N:42][N:43]([CH2:45][CH2:46][O:47][CH:48]3[CH2:53][CH2:52][CH2:51][CH2:50][O:49]3)[CH:44]=2)[N:38]=1)([CH3:57])([CH3:55])[CH3:56]. The yield is 0.800. (6) The reactants are [CH3:1][C:2]1[CH:7]=[C:6](B2OC(C)(C)C(C)(C)O2)[CH:5]=[C:4]([CH3:17])[C:3]=1[NH2:18].Br[C:20]([C:22]([F:25])([F:24])[F:23])=[CH2:21].C1(P(C2C=CC=CC=2)C2C=CC=CC=2)C=CC=CC=1.[OH-].[Na+]. The catalyst is COCCOC.O1CCCC1.[Pd](Cl)Cl.C1(P(C2C=CC=CC=2)C2C=CC=CC=2)C=CC=CC=1.C1(P(C2C=CC=CC=2)C2C=CC=CC=2)C=CC=CC=1. The product is [CH3:17][C:4]1[CH:5]=[C:6]([C:20]([C:22]([F:25])([F:24])[F:23])=[CH2:21])[CH:7]=[C:2]([CH3:1])[C:3]=1[NH2:18]. The yield is 0.800. (7) The reactants are [Cl:1][C:2]1[S:6][C:5]([C:7]([O:9]C)=[O:8])=[CH:4][C:3]=1[C:11]1[N:15]([CH3:16])[N:14]=[CH:13][C:12]=1[F:17].[OH-].[Na+]. The catalyst is O1CCCC1. The product is [Cl:1][C:2]1[S:6][C:5]([C:7]([OH:9])=[O:8])=[CH:4][C:3]=1[C:11]1[N:15]([CH3:16])[N:14]=[CH:13][C:12]=1[F:17]. The yield is 0.720. (8) The product is [F:1][C:2]1([F:5])[CH2:3][O:4][C:19]([NH2:20])=[N:18][C@@:6]21[C:14]1[C:9](=[CH:10][CH:11]=[C:12]([N+:15]([O-:17])=[O:16])[CH:13]=1)[CH2:8][CH2:7]2. The reactants are [F:1][C:2]([C@:6]1([NH:18][C:19]#[N:20])[C:14]2[C:9](=[CH:10][CH:11]=[C:12]([N+:15]([O-:17])=[O:16])[CH:13]=2)[CH2:8][CH2:7]1)([F:5])[CH2:3][OH:4].[OH-].[NH4+]. The catalyst is CO. The yield is 0.500. (9) The product is [Cl:1][C:2]1[CH:7]=[C:6]([NH:13][C:14]2[C:15]([C:20]([NH:22][CH3:23])=[O:21])=[N:16][CH:17]=[CH:18][CH:19]=2)[C:5]([C:9]([F:12])([F:11])[F:10])=[CH:4][N:3]=1. The catalyst is O1CCOCC1.C1C=CC(/C=C/C(/C=C/C2C=CC=CC=2)=O)=CC=1.C1C=CC(/C=C/C(/C=C/C2C=CC=CC=2)=O)=CC=1.C1C=CC(/C=C/C(/C=C/C2C=CC=CC=2)=O)=CC=1.[Pd].[Pd]. The reactants are [Cl:1][C:2]1[CH:7]=[C:6](I)[C:5]([C:9]([F:12])([F:11])[F:10])=[CH:4][N:3]=1.[NH2:13][C:14]1[C:15]([C:20]([NH:22][CH3:23])=[O:21])=[N:16][CH:17]=[CH:18][CH:19]=1.CC1(C)C2C(=C(P(C3C=CC=CC=3)C3C=CC=CC=3)C=CC=2)OC2C(P(C3C=CC=CC=3)C3C=CC=CC=3)=CC=CC1=2.C([O-])([O-])=O.[Cs+].[Cs+]. The yield is 0.220. (10) The reactants are [Br:1][C:2]1[CH:9]=[CH:8][C:5]([CH2:6][OH:7])=[CH:4][CH:3]=1.F[C:11]1[CH:16]=[CH:15][CH:14]=[CH:13][N:12]=1.CC(C)([O-])C.[K+].C(=O)(O)[O-].[Na+]. The catalyst is O1CCCC1.CCCCCCC. The product is [Br:1][C:2]1[CH:9]=[CH:8][C:5]([CH2:6][O:7][C:11]2[CH:16]=[CH:15][CH:14]=[CH:13][N:12]=2)=[CH:4][CH:3]=1. The yield is 0.932.